This data is from Forward reaction prediction with 1.9M reactions from USPTO patents (1976-2016). The task is: Predict the product of the given reaction. (1) Given the reactants C([O:4][CH2:5][CH2:6][O:7][C:8]1[CH:13]=[C:12]([F:14])[C:11]([C@@H:15]2[C:20]3[NH:21][C:22]4[C:27]([C:19]=3[CH2:18][C@@H:17]([CH3:28])[N:16]2[CH2:29][C:30]([F:33])([CH3:32])[CH3:31])=[CH:26][CH:25]=[CH:24][CH:23]=4)=[C:10]([F:34])[CH:9]=1)(=O)C.[OH-].[Na+], predict the reaction product. The product is: [F:34][C:10]1[CH:9]=[C:8]([CH:13]=[C:12]([F:14])[C:11]=1[C@@H:15]1[C:20]2[NH:21][C:22]3[C:27]([C:19]=2[CH2:18][C@@H:17]([CH3:28])[N:16]1[CH2:29][C:30]([F:33])([CH3:31])[CH3:32])=[CH:26][CH:25]=[CH:24][CH:23]=3)[O:7][CH2:6][CH2:5][OH:4]. (2) Given the reactants C(=O)([O-])[O-].[K+].[K+].[F:7][C:8]1[CH:9]=[CH:10][C:11]([N+:15]([O-:17])=[O:16])=[C:12]([OH:14])[CH:13]=1.COC(=O)[C:21](Cl)([F:23])[F:22].O, predict the reaction product. The product is: [F:22][CH:21]([F:23])[O:14][C:12]1[CH:13]=[C:8]([F:7])[CH:9]=[CH:10][C:11]=1[N+:15]([O-:17])=[O:16]. (3) Given the reactants [H-].[Na+].[Cl:3][C:4]1[N:9]=[C:8]([C:10]2([C:14]3[C:23]4[C:18](=[CH:19][CH:20]=[C:21]([OH:24])[CH:22]=4)[CH2:17][CH2:16][N:15]=3)[CH2:13][CH2:12][CH2:11]2)[CH:7]=[CH:6][CH:5]=1.[C:25]([O:29][C:30](=[O:35])[NH:31][CH2:32][CH2:33]Br)([CH3:28])([CH3:27])[CH3:26], predict the reaction product. The product is: [Cl:3][C:4]1[N:9]=[C:8]([C:10]2([C:14]3[C:23]4[C:18](=[CH:19][CH:20]=[C:21]([O:24][CH2:33][CH2:32][NH:31][C:30](=[O:35])[O:29][C:25]([CH3:28])([CH3:27])[CH3:26])[CH:22]=4)[CH2:17][CH2:16][N:15]=3)[CH2:13][CH2:12][CH2:11]2)[CH:7]=[CH:6][CH:5]=1. (4) Given the reactants [Cl:1][C:2]1[CH:10]=[C:9]2[C:5]([CH2:6][C:7](=[O:11])[NH:8]2)=[N:4][CH:3]=1.[Br:12][C:13]1[C:14]([F:21])=[C:15]([CH:18]=[CH:19][CH:20]=1)[CH:16]=O.N1CCCCC1, predict the reaction product. The product is: [Br:12][C:13]1[C:14]([F:21])=[C:15]([CH:18]=[CH:19][CH:20]=1)/[CH:16]=[C:6]1\[C:7](=[O:11])[NH:8][C:9]2[C:5]\1=[N:4][CH:3]=[C:2]([Cl:1])[CH:10]=2. (5) The product is: [CH:1]1([C:4]2[N:5]([C:10]3[CH:15]=[CH:14][C:13]([F:16])=[CH:12][CH:11]=3)[CH:6]=[C:7]([C:25]#[C:24][C:22]3[CH:21]=[CH:20][N:19]=[C:18]([CH3:17])[CH:23]=3)[N:8]=2)[CH2:3][CH2:2]1. Given the reactants [CH:1]1([C:4]2[N:5]([C:10]3[CH:15]=[CH:14][C:13]([F:16])=[CH:12][CH:11]=3)[CH:6]=[C:7](I)[N:8]=2)[CH2:3][CH2:2]1.[CH3:17][C:18]1[CH:23]=[C:22]([C:24]#[C:25][Si](C)(C)C)[CH:21]=[CH:20][N:19]=1.C(N(CC)CC)C.[F-].C([N+](CCCC)(CCCC)CCCC)CCC, predict the reaction product.